This data is from Catalyst prediction with 721,799 reactions and 888 catalyst types from USPTO. The task is: Predict which catalyst facilitates the given reaction. (1) Reactant: [Li][CH2:2][CH2:3][CH2:4][CH3:5].[C:6]1(=[O:11])[CH2:10][CH2:9][CH:8]=[CH:7]1.[NH4+].[Cl-]. Product: [CH2:2]([C:6]1([OH:11])[CH2:10][CH2:9][CH2:8][CH2:7]1)[CH2:3][CH2:4][CH3:5]. The catalyst class is: 6. (2) Reactant: [CH2:1]([N:8]1[CH:17]=[C:16]([CH:18]=O)[C:15]2[C:10](=[CH:11][CH:12]=[CH:13][CH:14]=2)[C:9]1=[O:20])[C:2]1[CH:7]=[CH:6][CH:5]=[CH:4][CH:3]=1.[F:21][C:22]1[CH:23]=[C:24]2[C:28](=[CH:29][CH:30]=1)[N:27]([CH2:31][C:32]([O:34][CH3:35])=[O:33])[C:26]([CH3:36])=[CH:25]2.C([SiH](CC)CC)C.FC(F)(F)C(O)=O.C([O-])(O)=O.[Na+]. Product: [CH2:1]([N:8]1[CH:17]=[C:16]([CH2:18][C:25]2[C:24]3[C:28](=[CH:29][CH:30]=[C:22]([F:21])[CH:23]=3)[N:27]([CH2:31][C:32]([O:34][CH3:35])=[O:33])[C:26]=2[CH3:36])[C:15]2[C:10](=[CH:11][CH:12]=[CH:13][CH:14]=2)[C:9]1=[O:20])[C:2]1[CH:3]=[CH:4][CH:5]=[CH:6][CH:7]=1. The catalyst class is: 2. (3) Reactant: [C:1]([C:3]1[CH:10]=[CH:9][C:6]([CH2:7][NH2:8])=[CH:5][CH:4]=1)#[N:2].[CH3:11][O:12][C:13](=[O:18])[CH2:14][C:15](=O)[CH3:16].[CH3:19][O:20][C:21](=[O:24])[C:22]#[CH:23]. Product: [CH3:19][O:20][C:21](=[O:24])[CH:22]=[CH:23][C:14](=[C:15]([NH:2][CH2:1][C:3]1[CH:10]=[CH:9][C:6]([C:7]#[N:8])=[CH:5][CH:4]=1)[CH3:16])[C:13]([O:12][CH3:11])=[O:18]. The catalyst class is: 5. (4) Reactant: Cl[CH:2]([C:14]1[CH:19]=[CH:18][CH:17]=[CH:16][CH:15]=1)[C:3]([C:5]1[C:13]2[C:8](=[CH:9][CH:10]=[CH:11][CH:12]=2)[NH:7][CH:6]=1)=[O:4].[CH3:20][O:21][C:22]1[CH:23]=[C:24]([CH:26]=[C:27]([C:29]([F:32])([F:31])[F:30])[CH:28]=1)[NH2:25].CCN(C(C)C)C(C)C. Product: [NH:7]1[C:8]2[C:13](=[CH:12][CH:11]=[CH:10][CH:9]=2)[C:5]([C:3](=[O:4])[CH:2]([NH:25][C:24]2[CH:26]=[C:27]([C:29]([F:31])([F:32])[F:30])[CH:28]=[C:22]([O:21][CH3:20])[CH:23]=2)[C:14]2[CH:19]=[CH:18][CH:17]=[CH:16][CH:15]=2)=[CH:6]1. The catalyst class is: 8. (5) Reactant: [F:1][C:2]1[C:7]([NH2:8])=[CH:6][CH:5]=[C:4]([F:9])[C:3]=1[NH:10][C:11]1[C:16]([C:17]2[N:25]=[CH:24][N:23]=[C:22]3[C:18]=2[N:19]=[CH:20][N:21]3[CH:26]2[CH2:31][CH2:30][CH2:29][CH2:28][O:27]2)=[CH:15][CH:14]=[CH:13][N:12]=1.[CH2:32]([S:35](Cl)(=[O:37])=[O:36])[CH2:33][CH3:34].N1C=CC=CC=1. Product: [F:1][C:2]1[C:3]([NH:10][C:11]2[C:16]([C:17]3[N:25]=[CH:24][N:23]=[C:22]4[C:18]=3[N:19]=[CH:20][N:21]4[CH:26]3[CH2:31][CH2:30][CH2:29][CH2:28][O:27]3)=[CH:15][CH:14]=[CH:13][N:12]=2)=[C:4]([F:9])[CH:5]=[CH:6][C:7]=1[NH:8][S:35]([CH2:32][CH2:33][CH3:34])(=[O:37])=[O:36]. The catalyst class is: 4. (6) Reactant: [CH2:1]([O:8][C:9]1[C:10](=[O:17])[CH:11]=[C:12]([CH2:15]Cl)[O:13][CH:14]=1)[C:2]1[CH:7]=[CH:6][CH:5]=[CH:4][CH:3]=1. Product: [CH2:1]([O:8][C:9]1[C:10](=[O:17])[CH:11]=[C:12]([CH3:15])[O:13][CH:14]=1)[C:2]1[CH:3]=[CH:4][CH:5]=[CH:6][CH:7]=1. The catalyst class is: 401. (7) Reactant: [N:1]([C:4]1[CH:5]=[C:6]([CH:9]=[CH:10][CH:11]=1)[C:7]#[N:8])=[C:2]=[O:3].[Br:12][C:13]1[CH:18]=[CH:17][C:16]([CH2:19][CH2:20][CH2:21][NH:22][CH3:23])=[CH:15][CH:14]=1. Product: [Br:12][C:13]1[CH:14]=[CH:15][C:16]([CH2:19][CH2:20][CH2:21][N:22]([CH3:23])[C:2]([NH:1][C:4]2[CH:11]=[CH:10][CH:9]=[C:6]([C:7]#[N:8])[CH:5]=2)=[O:3])=[CH:17][CH:18]=1. The catalyst class is: 2. (8) Reactant: Cl[C:2]1[CH:7]=[C:6]([C:8]([F:11])([F:10])[F:9])[N:5]=[CH:4][N:3]=1.FC(F)(F)C1N=C[N:17]=C(O)C=1.N. Product: [NH2:17][C:2]1[CH:7]=[C:6]([C:8]([F:11])([F:10])[F:9])[N:5]=[CH:4][N:3]=1. The catalyst class is: 10.